Task: Predict the reaction yield, written as a fraction of the theoretical maximum amount of product (1.0 means a 100% yield; for example, 0.34 means a 34% yield).. Dataset: Reaction yield outcomes from USPTO patents with 853,638 reactions The yield is 0.620. The product is [CH3:13][N:14]1[C:22]2[CH:21]3[CH2:23][CH:18]([CH2:19][CH2:20]3)[C:17]=2[C:16]([CH2:24][O:1][N:2]2[C:10](=[O:11])[C:9]3[C:4](=[CH:5][CH:6]=[CH:7][CH:8]=3)[C:3]2=[O:12])=[N:15]1. The catalyst is C1COCC1. The reactants are [OH:1][N:2]1[C:10](=[O:11])[C:9]2[C:4](=[CH:5][CH:6]=[CH:7][CH:8]=2)[C:3]1=[O:12].[CH3:13][N:14]1[C:22]2[CH:21]3[CH2:23][CH:18]([CH2:19][CH2:20]3)[C:17]=2[C:16]([CH2:24]O)=[N:15]1.C1(P(C2C=CC=CC=2)C2C=CC=CC=2)C=CC=CC=1.CC(OC(/N=N/C(OC(C)C)=O)=O)C.